Predict the reactants needed to synthesize the given product. From a dataset of Full USPTO retrosynthesis dataset with 1.9M reactions from patents (1976-2016). (1) Given the product [NH2:1][C:2]1[C:3](=[O:17])[N:4]([CH3:16])[CH2:5][C:6]([C:9]2[CH:10]=[C:11]([C:24]3[CH:23]=[CH:22][CH:21]=[C:20]([C:18]#[N:19])[CH:25]=3)[CH:12]=[CH:13][CH:14]=2)([CH3:8])[N:7]=1, predict the reactants needed to synthesize it. The reactants are: [NH2:1][C:2]1[C:3](=[O:17])[N:4]([CH3:16])[CH2:5][C:6]([C:9]2[CH:14]=[CH:13][CH:12]=[C:11](Br)[CH:10]=2)([CH3:8])[N:7]=1.[C:18]([C:20]1[CH:21]=[C:22](B(O)O)[CH:23]=[CH:24][CH:25]=1)#[N:19].C([O-])([O-])=O.[K+].[K+]. (2) Given the product [CH2:32]([C:34]1[N:35]([C:2]2[N:10]=[C:9]3[C:5]([N:6]=[C:7]([CH2:12][CH2:13][N:14]4[CH2:19][CH2:18][N:17]([CH:20]5[CH2:21][CH2:22][O:23][CH2:24][CH2:25]5)[CH2:16][CH2:15]4)[N:8]3[CH3:11])=[C:4]([N:26]3[CH2:31][CH2:30][O:29][CH2:28][CH2:27]3)[N:3]=2)[C:36]2[CH:42]=[CH:41][CH:40]=[CH:39][C:37]=2[N:38]=1)[CH3:33], predict the reactants needed to synthesize it. The reactants are: Cl[C:2]1[N:10]=[C:9]2[C:5]([N:6]=[C:7]([CH2:12][CH2:13][N:14]3[CH2:19][CH2:18][N:17]([CH:20]4[CH2:25][CH2:24][O:23][CH2:22][CH2:21]4)[CH2:16][CH2:15]3)[N:8]2[CH3:11])=[C:4]([N:26]2[CH2:31][CH2:30][O:29][CH2:28][CH2:27]2)[N:3]=1.[CH2:32]([C:34]1[NH:35][C:36]2[CH:42]=[CH:41][CH:40]=[CH:39][C:37]=2[N:38]=1)[CH3:33].CC(C1C=C(C(C)C)C(C2C=CC=CC=2P(C2CCCCC2)C2CCCCC2)=C(C(C)C)C=1)C.C([O-])([O-])=O.[Cs+].[Cs+].